This data is from CYP2C19 inhibition data for predicting drug metabolism from PubChem BioAssay. The task is: Regression/Classification. Given a drug SMILES string, predict its absorption, distribution, metabolism, or excretion properties. Task type varies by dataset: regression for continuous measurements (e.g., permeability, clearance, half-life) or binary classification for categorical outcomes (e.g., BBB penetration, CYP inhibition). Dataset: cyp2c19_veith. (1) The compound is Cc1cc(C(F)(F)F)n2nc(-c3cnn(C)c3C(F)(F)F)cc2n1. The result is 1 (inhibitor). (2) The molecule is COc1ccc(CCN)cc1O. The result is 0 (non-inhibitor). (3) The compound is N[C@@H](CNO)C(=O)O. The result is 0 (non-inhibitor). (4) The molecule is O=C(Cn1cnc2cc(Cl)ccc2c1=O)Nc1ccc2c(c1)OCO2. The result is 0 (non-inhibitor). (5) The molecule is CC(C)n1cc2c3c(cccc31)[C@@H]1C[C@H](C(=O)O[C@@H](C)[C@H](C)O)CN(C)[C@H]1C2. The result is 0 (non-inhibitor). (6) The drug is O=C1CCC(c2ccccc2)=NN1c1nc2ccccc2s1. The result is 0 (non-inhibitor). (7) The compound is CCOC(=O)Cn1c(=O)oc2cc(S(=O)(=O)NCCc3ccc(OCC)c(OCC)c3)ccc21. The result is 1 (inhibitor). (8) The compound is COc1ccc2c(CC(=O)NCC3CCC(C(=O)O)CC3)cc(=O)oc2c1. The result is 0 (non-inhibitor).